This data is from NCI-60 drug combinations with 297,098 pairs across 59 cell lines. The task is: Regression. Given two drug SMILES strings and cell line genomic features, predict the synergy score measuring deviation from expected non-interaction effect. (1) Drug 1: CC(C)CN1C=NC2=C1C3=CC=CC=C3N=C2N. Drug 2: B(C(CC(C)C)NC(=O)C(CC1=CC=CC=C1)NC(=O)C2=NC=CN=C2)(O)O. Cell line: LOX IMVI. Synergy scores: CSS=36.3, Synergy_ZIP=0.633, Synergy_Bliss=4.23, Synergy_Loewe=-1.93, Synergy_HSA=2.49. (2) Drug 1: COC1=CC(=CC(=C1O)OC)C2C3C(COC3=O)C(C4=CC5=C(C=C24)OCO5)OC6C(C(C7C(O6)COC(O7)C8=CC=CS8)O)O. Drug 2: C1C(C(OC1N2C=C(C(=O)NC2=O)F)CO)O. Cell line: UO-31. Synergy scores: CSS=18.2, Synergy_ZIP=-10.1, Synergy_Bliss=-15.6, Synergy_Loewe=-17.0, Synergy_HSA=-11.4. (3) Drug 1: CS(=O)(=O)OCCCCOS(=O)(=O)C. Drug 2: N.N.Cl[Pt+2]Cl. Cell line: OVCAR-8. Synergy scores: CSS=35.4, Synergy_ZIP=-11.4, Synergy_Bliss=-2.30, Synergy_Loewe=-4.11, Synergy_HSA=0.317. (4) Drug 1: C1=CC(=C2C(=C1NCCNCCO)C(=O)C3=C(C=CC(=C3C2=O)O)O)NCCNCCO. Drug 2: C1=CC(=CC=C1C#N)C(C2=CC=C(C=C2)C#N)N3C=NC=N3. Cell line: KM12. Synergy scores: CSS=15.0, Synergy_ZIP=-9.64, Synergy_Bliss=-11.8, Synergy_Loewe=-19.2, Synergy_HSA=-6.34.